This data is from Full USPTO retrosynthesis dataset with 1.9M reactions from patents (1976-2016). The task is: Predict the reactants needed to synthesize the given product. The reactants are: [Cl:1][C:2]1[CH:10]=[CH:9][C:8]2[NH:7][C:6]3[CH2:11][CH2:12][N:13]([CH3:15])[CH2:14][C:5]=3[C:4]=2[CH:3]=1.P([O-])([O-])([O-])=O.[K+].[K+].[K+].Br[CH:25]=[C:26]([C:28]1[CH:33]=[CH:32][C:31]([Cl:34])=[C:30]([Cl:35])[CH:29]=1)[CH3:27]. Given the product [Cl:1][C:2]1[CH:10]=[CH:9][C:8]2[N:7](/[CH:25]=[C:26](/[C:28]3[CH:33]=[CH:32][C:31]([Cl:34])=[C:30]([Cl:35])[CH:29]=3)\[CH3:27])[C:6]3[CH2:11][CH2:12][N:13]([CH3:15])[CH2:14][C:5]=3[C:4]=2[CH:3]=1, predict the reactants needed to synthesize it.